This data is from Full USPTO retrosynthesis dataset with 1.9M reactions from patents (1976-2016). The task is: Predict the reactants needed to synthesize the given product. (1) Given the product [N:27]1([NH:26][C:3]([C:5]2[N:6]([CH3:25])[N:7]=[C:8]([O:10][CH2:11][C:12]3[C:13]([C:18]4[CH:19]=[CH:20][C:21]([F:24])=[CH:22][CH:23]=4)=[N:14][O:15][C:16]=3[CH3:17])[CH:9]=2)=[O:4])[CH2:32][CH2:31][CH2:30][CH2:29][CH2:28]1, predict the reactants needed to synthesize it. The reactants are: CO[C:3]([C:5]1[N:6]([CH3:25])[N:7]=[C:8]([O:10][CH2:11][C:12]2[C:13]([C:18]3[CH:23]=[CH:22][C:21]([F:24])=[CH:20][CH:19]=3)=[N:14][O:15][C:16]=2[CH3:17])[CH:9]=1)=[O:4].[NH2:26][N:27]1[CH2:32][CH2:31][CH2:30][CH2:29][CH2:28]1. (2) Given the product [Cl:5][C:6]1[CH:33]=[CH:32][C:9]([C:10]([NH:12][CH2:13][CH:14]2[CH2:19][CH2:18][N:17]([CH2:20][C:21]3[O:25][N:24]=[C:23]([C:26]4[CH:27]=[CH:28][CH:29]=[CH:30][CH:31]=4)[CH:22]=3)[CH2:16][CH2:15]2)=[O:11])=[CH:8][C:7]=1[O:34][CH2:2][CH2:3][OH:4], predict the reactants needed to synthesize it. The reactants are: Br[CH2:2][CH2:3][OH:4].[Cl:5][C:6]1[CH:33]=[CH:32][C:9]([C:10]([NH:12][CH2:13][CH:14]2[CH2:19][CH2:18][N:17]([CH2:20][C:21]3[O:25][N:24]=[C:23]([C:26]4[CH:31]=[CH:30][CH:29]=[CH:28][CH:27]=4)[CH:22]=3)[CH2:16][CH2:15]2)=[O:11])=[CH:8][C:7]=1[OH:34].C(=O)([O-])[O-].[K+].[K+].Cl.